From a dataset of Catalyst prediction with 721,799 reactions and 888 catalyst types from USPTO. Predict which catalyst facilitates the given reaction. (1) Reactant: [OH:1][N:2]=[C:3]([C:14]#[N:15])[C:4]1[CH:9]=[CH:8][C:7]([O:10][CH3:11])=[C:6]([O:12][CH3:13])[CH:5]=1.[CH2:16]([S:24](Cl)(=[O:26])=[O:25])[CH2:17][CH2:18][CH2:19][CH2:20][CH2:21][CH2:22][CH3:23].C(N(CC)CC)C. Product: [CH2:16]([S:24]([O:1][N:2]=[C:3]([C:14]#[N:15])[C:4]1[CH:9]=[CH:8][C:7]([O:10][CH3:11])=[C:6]([O:12][CH3:13])[CH:5]=1)(=[O:26])=[O:25])[CH2:17][CH2:18][CH2:19][CH2:20][CH2:21][CH2:22][CH3:23]. The catalyst class is: 10. (2) Reactant: [H-].[Na+].Cl.[NH2:4][C:5]([NH2:7])=[NH:6].[CH:8]([C:20](OCC)=O)([C:15](OCC)=O)[CH2:9][C:10]([O:12][CH2:13][CH3:14])=[O:11]. Product: [NH2:6][C:5]1[NH:7][CH2:15][CH:8]([CH2:9][C:10]([O:12][CH2:13][CH3:14])=[O:11])[CH2:20][N:4]=1. The catalyst class is: 14. (3) Reactant: [F:1][C:2]1[CH:7]=[C:6]([O:8][CH3:9])[N:5]=[CH:4][C:3]=1[CH2:10][OH:11]. Product: [F:1][C:2]1[C:3]([CH:10]=[O:11])=[CH:4][N:5]=[C:6]([O:8][CH3:9])[CH:7]=1. The catalyst class is: 2. (4) Reactant: [SH:1][C:2]([CH3:9])([CH3:8])[CH2:3][CH2:4][C:5]([OH:7])=[O:6].[N+:10]([C:13]1[CH:14]=[CH:15][C:16]([S:19][S:19][C:16]2[CH:15]=[CH:14][C:13]([N+:10]([O-:12])=[O:11])=[CH:18][N:17]=2)=[N:17][CH:18]=1)([O-:12])=[O:11].CN(C)C=O.CN1CCOCC1. Product: [CH3:8][C:2]([S:1][S:19][C:16]1[CH:15]=[CH:14][C:13]([N+:10]([O-:12])=[O:11])=[CH:18][N:17]=1)([CH3:9])[CH2:3][CH2:4][C:5]([OH:7])=[O:6]. The catalyst class is: 7. (5) Reactant: [F:1][C:2]1[CH:7]=[CH:6][CH:5]=[CH:4][C:3]=1[NH:8][C:9](=[O:15])[O:10][C:11]([CH3:14])([CH3:13])[CH3:12].C1(C)C=CC=CC=1.C([Li])(C)(C)C.CN(C)[CH:30]=[O:31]. Product: [F:1][C:2]1[CH:7]=[CH:6][CH:5]=[C:4]([CH:30]=[O:31])[C:3]=1[NH:8][C:9](=[O:15])[O:10][C:11]([CH3:12])([CH3:14])[CH3:13]. The catalyst class is: 581.